This data is from Forward reaction prediction with 1.9M reactions from USPTO patents (1976-2016). The task is: Predict the product of the given reaction. Given the reactants [N:1]1[C:10]2[NH:9][CH2:8][CH2:7][CH2:6][C:5]=2[CH:4]=[CH:3][C:2]=1[CH2:11][CH2:12][O:13][C:14]1[CH:19]=[CH:18][C:17]([CH2:20][C@H:21]([C:28]2[S:29][CH:30]=[CH:31][N:32]=2)[CH2:22][C:23]([O:25]CC)=[O:24])=[CH:16][CH:15]=1.[Li+].[OH-], predict the reaction product. The product is: [N:1]1[C:10]2[NH:9][CH2:8][CH2:7][CH2:6][C:5]=2[CH:4]=[CH:3][C:2]=1[CH2:11][CH2:12][O:13][C:14]1[CH:19]=[CH:18][C:17]([CH2:20][C@H:21]([C:28]2[S:29][CH:30]=[CH:31][N:32]=2)[CH2:22][C:23]([OH:25])=[O:24])=[CH:16][CH:15]=1.